Dataset: Full USPTO retrosynthesis dataset with 1.9M reactions from patents (1976-2016). Task: Predict the reactants needed to synthesize the given product. (1) Given the product [C:48]([O:47][C:46]([N:45]([C:41]1[C:42]2[C:37](=[CH:36][C:35]([NH:34][C@H:14]3[C:13](=[O:60])[N:12]([CH3:61])[CH2:11][C:10]4[CH:28]=[C:24]([CH:25]=[C:26]([F:27])[C:9]=4[OH:8])[NH:23][C:22](=[O:29])[O:21][CH2:20][C@H:19]([CH3:30])[C:18]4[C:31]([CH3:33])=[CH:32][C:15]3=[CH:16][CH:17]=4)=[CH:44][CH:43]=2)[CH:38]=[CH:39][N:40]=1)[C:53](=[O:54])[O:55][C:56]([CH3:58])([CH3:59])[CH3:57])=[O:52])([CH3:49])([CH3:50])[CH3:51], predict the reactants needed to synthesize it. The reactants are: C([O:8][C:9]1[C:26]([F:27])=[CH:25][C:24]2=[CH:28][C:10]=1[CH2:11][N:12]([CH3:61])[C:13](=[O:60])[C@H:14]([NH:34][C:35]1[CH:36]=[C:37]3[C:42](=[CH:43][CH:44]=1)[C:41]([N:45]([C:53]([O:55][C:56]([CH3:59])([CH3:58])[CH3:57])=[O:54])[C:46](=[O:52])[O:47][C:48]([CH3:51])([CH3:50])[CH3:49])=[N:40][CH:39]=[CH:38]3)[C:15]1[CH:32]=[C:31]([CH3:33])[C:18]([C@@H:19]([CH3:30])[CH2:20][O:21][C:22](=[O:29])[NH:23]2)=[CH:17][CH:16]=1)C1C=CC=CC=1. (2) Given the product [CH3:9][O:10][C:11]1[CH:16]=[N:15][C:14]([N:17]2[CH:21]=[N:20][C:19]([NH:22][C:23](=[O:28])[C:24]([CH3:27])([CH3:26])[CH3:25])=[N:18]2)=[C:13]2[NH:29][CH:30]=[C:31]([C:33](=[O:38])[C:34]([O:36][CH3:37])=[O:35])[C:12]=12, predict the reactants needed to synthesize it. The reactants are: [Al+3].[Cl-].[Cl-].[Cl-].[N+](C)([O-])=O.[CH3:9][O:10][C:11]1[CH:16]=[N:15][C:14]([N:17]2[CH:21]=[N:20][C:19]([NH:22][C:23](=[O:28])[C:24]([CH3:27])([CH3:26])[CH3:25])=[N:18]2)=[C:13]2[NH:29][CH:30]=[CH:31][C:12]=12.Cl[C:33](=[O:38])[C:34]([O:36][CH3:37])=[O:35]. (3) Given the product [ClH:33].[CH2:1]([N:5]([CH2:21][C:22]1[CH:32]=[CH:31][C:25]2[CH2:26][CH2:27][CH2:28][CH2:29][O:30][C:24]=2[CH:23]=1)[C:6]([CH:8]1[O:13][CH2:12][CH2:11][NH:10][CH2:9]1)=[O:7])[CH:2]([CH3:4])[CH3:3], predict the reactants needed to synthesize it. The reactants are: [CH2:1]([N:5]([CH2:21][C:22]1[CH:32]=[CH:31][C:25]2[CH2:26][CH2:27][CH2:28][CH2:29][O:30][C:24]=2[CH:23]=1)[C:6]([CH:8]1[O:13][CH2:12][CH2:11][N:10](C(OC(C)(C)C)=O)[CH2:9]1)=[O:7])[CH:2]([CH3:4])[CH3:3].[ClH:33]. (4) Given the product [F:38][C:37]([F:40])([F:39])[S:34]([O:11][C:12]1[CH2:13][CH:14]2[N:19]([C:20]([O:22][C:23]([CH3:26])([CH3:25])[CH3:24])=[O:21])[CH:17]([CH2:16][CH2:15]2)[CH:18]=1)(=[O:36])=[O:35], predict the reactants needed to synthesize it. The reactants are: C[Si]([N-][Si](C)(C)C)(C)C.[Na+].[O:11]=[C:12]1[CH2:18][CH:17]2[N:19]([C:20]([O:22][C:23]([CH3:26])([CH3:25])[CH3:24])=[O:21])[CH:14]([CH2:15][CH2:16]2)[CH2:13]1.C1(N([S:34]([C:37]([F:40])([F:39])[F:38])(=[O:36])=[O:35])[S:34]([C:37]([F:40])([F:39])[F:38])(=[O:36])=[O:35])C=CC=CC=1.C([O-])([O-])=O.[Na+].[Na+]. (5) Given the product [C:1]([N:4]1[C:13]2[C:8](=[CH:9][C:10]([C:14]([NH:38][CH3:36])=[O:16])=[CH:11][CH:12]=2)[CH:7]([O:17][C:18]2[CH:19]=[CH:20][C:21]([N:24]3[CH2:29][CH2:28][O:27][CH2:26][CH2:25]3)=[CH:22][CH:23]=2)[CH2:6][CH:5]1[CH3:30])(=[O:3])[CH3:2], predict the reactants needed to synthesize it. The reactants are: [C:1]([N:4]1[C:13]2[C:8](=[CH:9][C:10]([C:14]([OH:16])=O)=[CH:11][CH:12]=2)[C@H:7]([O:17][C:18]2[CH:23]=[CH:22][C:21]([N:24]3[CH2:29][CH2:28][O:27][CH2:26][CH2:25]3)=[CH:20][CH:19]=2)[CH2:6][C@@H:5]1[CH3:30])(=[O:3])[CH3:2].Cl.C1C=CC2N(O)N=[N:38][C:36]=2C=1.CN.